This data is from Catalyst prediction with 721,799 reactions and 888 catalyst types from USPTO. The task is: Predict which catalyst facilitates the given reaction. (1) Reactant: O1CCN([C:7]2[CH2:12][CH2:11][CH2:10][CH2:9][CH:8]=2)CC1.[N+:13]([CH2:16][CH2:17]OC(=O)C)([O-:15])=[O:14].[OH2:22].Cl. Product: [N+:13]([CH2:16][CH2:17][CH:7]1[CH2:8][CH2:9][CH2:10][CH2:11][C:12]1=[O:22])([O-:15])=[O:14]. The catalyst class is: 290. (2) Reactant: [C:1]([O:5][C:6]([NH:8][CH2:9][C:10]1[CH:18]=[CH:17][C:13]([C:14]([OH:16])=O)=[CH:12][C:11]=1[F:19])=[O:7])([CH3:4])([CH3:3])[CH3:2].[CH2:20]([NH2:22])[CH3:21].C1COCC1.ON1C2C=CC=CC=2N=N1.Cl.CN(C)CCCN=C=NCC. Product: [CH2:20]([NH:22][C:14]([C:13]1[CH:17]=[CH:18][C:10]([CH2:9][NH:8][C:6](=[O:7])[O:5][C:1]([CH3:2])([CH3:3])[CH3:4])=[C:11]([F:19])[CH:12]=1)=[O:16])[CH3:21]. The catalyst class is: 338. (3) The catalyst class is: 22. Product: [O:21]1[CH2:25][CH2:24][CH:23]([CH2:26][NH:27][C:12]([C:9]2[CH:8]=[C:7]([CH2:6][O:5][CH2:4][C:3]3[CH:15]=[C:16]([F:19])[CH:17]=[CH:18][C:2]=3[F:1])[O:11][N:10]=2)=[O:14])[CH2:22]1. Reactant: [F:1][C:2]1[CH:18]=[CH:17][C:16]([F:19])=[CH:15][C:3]=1[CH2:4][O:5][CH2:6][C:7]1[O:11][N:10]=[C:9]([C:12]([OH:14])=O)[CH:8]=1.Cl.[O:21]1[CH2:25][CH2:24][CH:23]([CH2:26][NH2:27])[CH2:22]1.C(N(CC)CC)C.ON1C2C=CC=CC=2N=N1.Cl.C(N=C=NCCCN(C)C)C. (4) Reactant: [CH2:1]([O:8][C:9]1[CH:16]=[CH:15][C:12]([CH:13]=O)=[C:11]([OH:17])[CH:10]=1)[C:2]1[CH:7]=[CH:6][CH:5]=[CH:4][CH:3]=1.[OH-].[K+].O.NN.Cl. Product: [CH2:1]([O:8][C:9]1[CH:16]=[CH:15][C:12]([CH3:13])=[C:11]([OH:17])[CH:10]=1)[C:2]1[CH:3]=[CH:4][CH:5]=[CH:6][CH:7]=1. The catalyst class is: 196.